This data is from Forward reaction prediction with 1.9M reactions from USPTO patents (1976-2016). The task is: Predict the product of the given reaction. (1) Given the reactants C1(S([N:10]2[C:14]3=[N:15][CH:16]=[C:17]([CH:19]4[CH2:23][O:22][C:21]([CH3:25])([CH3:24])[O:20]4)[CH:18]=[C:13]3[CH:12]=[C:11]2[C:26]([C:33]2[CH:38]=[CH:37][C:36]([S:39]([CH3:42])(=[O:41])=[O:40])=[CH:35][CH:34]=2)=[CH:27][CH:28]2[CH2:32][CH2:31][CH2:30][CH2:29]2)(=O)=O)C=CC=CC=1.[OH-].[Na+], predict the reaction product. The product is: [CH:28]1([CH:27]=[C:26]([C:11]2[NH:10][C:14]3=[N:15][CH:16]=[C:17]([CH:19]4[CH2:23][O:22][C:21]([CH3:24])([CH3:25])[O:20]4)[CH:18]=[C:13]3[CH:12]=2)[C:33]2[CH:38]=[CH:37][C:36]([S:39]([CH3:42])(=[O:41])=[O:40])=[CH:35][CH:34]=2)[CH2:32][CH2:31][CH2:30][CH2:29]1. (2) Given the reactants C([O:3][C:4](=[O:25])[C@@H:5]([O:22][CH2:23][CH3:24])[CH2:6][C:7]1[CH:12]=[CH:11][C:10]([O:13][CH2:14][C:15]2[S:16][C:17](Br)=[CH:18][C:19]=2[CH3:20])=[CH:9][CH:8]=1)C.[CH:26]([C:29]1[CH:34]=[CH:33][C:32](B(O)O)=[CH:31][CH:30]=1)([CH3:28])[CH3:27], predict the reaction product. The product is: [CH2:23]([O:22][C@@H:5]([CH2:6][C:7]1[CH:8]=[CH:9][C:10]([O:13][CH2:14][C:15]2[S:16][C:17]([C:32]3[CH:33]=[CH:34][C:29]([CH:26]([CH3:28])[CH3:27])=[CH:30][CH:31]=3)=[CH:18][C:19]=2[CH3:20])=[CH:11][CH:12]=1)[C:4]([OH:3])=[O:25])[CH3:24]. (3) Given the reactants [CH3:1][Si:2]([CH3:16])([CH3:15])[CH2:3][CH2:4][CH2:5][CH2:6][CH2:7][CH2:8][C:9]1(Br)[CH2:11][C:10]1(Br)Br.C[Li], predict the reaction product. The product is: [CH3:16][Si:2]([CH3:1])([CH3:15])[CH2:3][CH2:4][CH2:5][CH2:6][CH2:7][CH2:8][CH:9]1[CH:10]=[CH:11]1. (4) The product is: [Cl:30][C:27]1[CH:28]=[CH:29][C:24]([N:16]2[C:15]([NH:5][C:38]3[CH:37]=[CH:36][CH:35]=[C:34]([O:33][CH2:31][CH3:32])[CH:39]=3)=[C:23]3[C:18]([CH:19]=[CH:20][CH:21]=[CH:22]3)=[N:17]2)=[CH:25][CH:26]=1. Given the reactants C([N:5]([C:15]1[N:16]([C:24]2[CH:29]=[CH:28][C:27]([Cl:30])=[CH:26][CH:25]=2)[N:17]=[C:18]2[C:23]=1[CH:22]=[CH:21][CH:20]=[CH:19]2)C(NC1CCCCC1)=O)CCC.[CH2:31]([O:33][C:34]1[CH:35]=[C:36](N)[CH:37]=[CH:38][CH:39]=1)[CH3:32], predict the reaction product. (5) Given the reactants CCN=C=NCCCN(C)C.[NH2:12][C:13]1[S:14][C:15]([CH3:21])=[C:16]([CH3:20])[C:17]=1[C:18]#[N:19].[C:22]1([CH:28]([CH2:32][C:33]2[CH:38]=[CH:37][CH:36]=[CH:35][CH:34]=2)[C:29](O)=[O:30])[CH:27]=[CH:26][CH:25]=[CH:24][CH:23]=1, predict the reaction product. The product is: [C:18]([C:17]1[C:16]([CH3:20])=[C:15]([CH3:21])[S:14][C:13]=1[NH:12][C:29](=[O:30])[CH:28]([C:22]1[CH:27]=[CH:26][CH:25]=[CH:24][CH:23]=1)[CH2:32][C:33]1[CH:38]=[CH:37][CH:36]=[CH:35][CH:34]=1)#[N:19]. (6) Given the reactants II.[C:3]1([CH3:25])[CH:8]=[CH:7][CH:6]=[CH:5][C:4]=1[N:9]([C:17]1[CH:24]=[CH:23][C:20]([CH2:21]O)=[CH:19][CH:18]=1)[C:10]1[CH:15]=[CH:14][CH:13]=[CH:12][C:11]=1[CH3:16].C([O:28][P:29]([O:33][CH2:34][CH3:35])[O:30][CH2:31][CH3:32])C, predict the reaction product. The product is: [C:3]1([CH3:25])[CH:8]=[CH:7][CH:6]=[CH:5][C:4]=1[N:9]([C:17]1[CH:24]=[CH:23][C:20]([CH2:21][P:29](=[O:28])([O:30][CH2:31][CH3:32])[O:33][CH2:34][CH3:35])=[CH:19][CH:18]=1)[C:10]1[CH:15]=[CH:14][CH:13]=[CH:12][C:11]=1[CH3:16]. (7) The product is: [CH2:14]([C:17]1[CH:18]=[C:19]([O:26][CH3:27])[C:20]([OH:25])=[C:21]([CH:24]=1)[CH2:22][N:4]1[CH2:5][CH2:6][N:1]([C:7]2[N:12]=[CH:11][NH:10][C:9](=[O:13])[CH:8]=2)[CH2:2][CH2:3]1)[CH:15]=[CH2:16]. Given the reactants [N:1]1([C:7]2[N:12]=[CH:11][NH:10][C:9](=[O:13])[CH:8]=2)[CH2:6][CH2:5][NH:4][CH2:3][CH2:2]1.[CH2:14]([C:17]1[CH:18]=[C:19]([O:26][CH3:27])[C:20]([OH:25])=[C:21]([CH:24]=1)[CH:22]=O)[CH:15]=[CH2:16], predict the reaction product. (8) The product is: [CH2:1]([C:3]1[CH:10]=[CH:9][C:6]([CH2:7][CH:12]([C:11]#[N:15])[C:13]#[N:14])=[CH:5][CH:4]=1)[CH3:2]. Given the reactants [CH2:1]([C:3]1[CH:10]=[CH:9][C:6]([CH2:7]Br)=[CH:5][CH:4]=1)[CH3:2].[C:11](#[N:15])[CH2:12][C:13]#[N:14].C(=O)([O-])[O-].[K+].[K+].O, predict the reaction product. (9) Given the reactants [CH2:1]([O:8][C@H:9]1[C@H:14]([O:15][CH2:16][C:17]2[CH:22]=[CH:21][CH:20]=[CH:19][CH:18]=2)[C@@H:13]([O:23][CH2:24][C:25]2[CH:30]=[CH:29][CH:28]=[CH:27][CH:26]=2)[C@@:12]([C:33]2[CH:38]=[CH:37][C:36]([Cl:39])=[C:35]([CH2:40][C:41]3[CH:46]=[CH:45][C:44]([O:47][CH2:48][C:49]([F:52])([F:51])[F:50])=[CH:43][CH:42]=3)[CH:34]=2)([O:31][CH3:32])[O:11][C@@H:10]1[CH2:53][O:54][Si](C(C)(C)C)(C)C)[C:2]1[CH:7]=[CH:6][CH:5]=[CH:4][CH:3]=1.C(Cl)(=O)C, predict the reaction product. The product is: [CH2:1]([O:8][C@H:9]1[C@H:14]([O:15][CH2:16][C:17]2[CH:22]=[CH:21][CH:20]=[CH:19][CH:18]=2)[C@@H:13]([O:23][CH2:24][C:25]2[CH:30]=[CH:29][CH:28]=[CH:27][CH:26]=2)[C@@:12]([C:33]2[CH:38]=[CH:37][C:36]([Cl:39])=[C:35]([CH2:40][C:41]3[CH:42]=[CH:43][C:44]([O:47][CH2:48][C:49]([F:51])([F:52])[F:50])=[CH:45][CH:46]=3)[CH:34]=2)([O:31][CH3:32])[O:11][C@@H:10]1[CH2:53][OH:54])[C:2]1[CH:3]=[CH:4][CH:5]=[CH:6][CH:7]=1.